This data is from Forward reaction prediction with 1.9M reactions from USPTO patents (1976-2016). The task is: Predict the product of the given reaction. (1) Given the reactants [OH:1][CH2:2][C:3]([NH:14]C(=O)OC(C)(C)C)([CH2:12][OH:13])[C:4](=[O:11])[C:5]1[CH:10]=[CH:9][CH:8]=[CH:7][CH:6]=1.[ClH:22].O1CCOCC1, predict the reaction product. The product is: [Cl-:22].[OH:13][CH2:12][C:3]([CH2:2][OH:1])([NH3+:14])[C:4](=[O:11])[C:5]1[CH:10]=[CH:9][CH:8]=[CH:7][CH:6]=1. (2) Given the reactants [CH3:1][O:2][C:3](=[O:47])[CH:4]([NH:16][C:17](=[O:46])[CH:18]([NH:33][S:34]([C:37]1[CH:42]=[CH:41][CH:40]=[CH:39][C:38]=1[N+:43]([O-:45])=[O:44])(=[O:36])=[O:35])[CH2:19][CH2:20][CH2:21][NH:22][C:23]([O:25][CH2:26][C:27]1[CH:32]=[CH:31][CH:30]=[CH:29][CH:28]=1)=[O:24])[CH2:5][C:6]1[CH:15]=[CH:14][C:13]2[C:8](=[CH:9][CH:10]=[CH:11][CH:12]=2)[CH:7]=1.Br[CH:49](Br)[CH3:50].C(=O)([O-])[O-].[K+].[K+].OS([O-])(=O)=O.[K+], predict the reaction product. The product is: [CH3:1][O:2][C:3](=[O:47])[CH:4]([N:16]1[CH2:50][CH2:49][N:33]([S:34]([C:37]2[CH:42]=[CH:41][CH:40]=[CH:39][C:38]=2[N+:43]([O-:45])=[O:44])(=[O:36])=[O:35])[CH:18]([CH2:19][CH2:20][CH2:21][NH:22][C:23]([O:25][CH2:26][C:27]2[CH:32]=[CH:31][CH:30]=[CH:29][CH:28]=2)=[O:24])[C:17]1=[O:46])[CH2:5][C:6]1[CH:15]=[CH:14][C:13]2[C:8](=[CH:9][CH:10]=[CH:11][CH:12]=2)[CH:7]=1. (3) Given the reactants [Br:1][C:2]1[CH:7]=[CH:6][C:5]([C:8](=[N:13]O)[C:9]([F:12])([F:11])[F:10])=[C:4]([OH:15])[CH:3]=1.C(OC(=O)C)(=O)C.C(N(CC)CC)C, predict the reaction product. The product is: [Br:1][C:2]1[CH:7]=[CH:6][C:5]2[C:8]([C:9]([F:10])([F:11])[F:12])=[N:13][O:15][C:4]=2[CH:3]=1. (4) The product is: [CH2:27]([O:34][C:35]1[CH:36]=[CH:37][C:38]([CH3:44])=[C:39]([C:40]([N:19]2[CH2:20][CH2:21][CH:16]([N:14]3[C:13](=[O:22])[C:12]([CH2:25][CH3:26])([CH2:23][CH3:24])[C:11]([C:5]4[CH:6]=[CH:7][C:8]([O:9][CH3:10])=[C:3]([O:2][CH3:1])[CH:4]=4)=[N:15]3)[CH2:17][CH2:18]2)=[O:41])[CH:43]=1)[C:28]1[CH:29]=[CH:30][CH:31]=[CH:32][CH:33]=1. Given the reactants [CH3:1][O:2][C:3]1[CH:4]=[C:5]([C:11]2[C:12]([CH2:25][CH3:26])([CH2:23][CH3:24])[C:13](=[O:22])[N:14]([CH:16]3[CH2:21][CH2:20][NH:19][CH2:18][CH2:17]3)[N:15]=2)[CH:6]=[CH:7][C:8]=1[O:9][CH3:10].[CH2:27]([O:34][C:35]1[CH:36]=[CH:37][C:38]([CH3:44])=[C:39]([CH:43]=1)[C:40](O)=[O:41])[C:28]1[CH:33]=[CH:32][CH:31]=[CH:30][CH:29]=1, predict the reaction product. (5) Given the reactants [CH3:1][N:2]1[C:10]2[C:5](=[CH:6][CH:7]=[CH:8][CH:9]=2)[CH:4]=[CH:3]1.[Cl-].[Cl:12][C:13]1[CH:14]=[C:15]([CH:20]=[CH:21][CH:22]=1)[CH:16]=[N+:17]([CH3:19])[CH3:18].ClC1C=C(C=CC=1)C=O.CNC, predict the reaction product. The product is: [Cl:12][C:13]1[CH:14]=[C:15]([CH:16]([N:17]([CH3:19])[CH3:18])[C:4]2[C:5]3[C:10](=[CH:9][CH:8]=[CH:7][CH:6]=3)[N:2]([CH3:1])[CH:3]=2)[CH:20]=[CH:21][CH:22]=1.